From a dataset of Peptide-MHC class II binding affinity with 134,281 pairs from IEDB. Regression. Given a peptide amino acid sequence and an MHC pseudo amino acid sequence, predict their binding affinity value. This is MHC class II binding data. (1) The peptide sequence is HLAEENEGDNACKRT. The MHC is DRB1_0404 with pseudo-sequence DRB1_0404. The binding affinity (normalized) is 0. (2) The peptide sequence is INEPTAAAIAYGLDF. The MHC is HLA-DQA10501-DQB10301 with pseudo-sequence HLA-DQA10501-DQB10301. The binding affinity (normalized) is 0.942. (3) The peptide sequence is SSVDRYRNRVLLL. The MHC is DRB5_0101 with pseudo-sequence DRB5_0101. The binding affinity (normalized) is 0.205. (4) The peptide sequence is GLLSYVIGLLPQNMV. The MHC is DRB3_0101 with pseudo-sequence DRB3_0101. The binding affinity (normalized) is 0.252. (5) The MHC is DRB1_1302 with pseudo-sequence DRB1_1302. The peptide sequence is LLGSALLKNDVPLAG. The binding affinity (normalized) is 0.884. (6) The peptide sequence is GCQTYKWETFLTSEL. The MHC is HLA-DQA10101-DQB10501 with pseudo-sequence HLA-DQA10101-DQB10501. The binding affinity (normalized) is 0.604. (7) The peptide sequence is AFKVAATAANAAP. The MHC is DRB1_0401 with pseudo-sequence DRB1_0401. The binding affinity (normalized) is 0.990.